The task is: Regression. Given a peptide amino acid sequence and an MHC pseudo amino acid sequence, predict their binding affinity value. This is MHC class II binding data.. This data is from Peptide-MHC class II binding affinity with 134,281 pairs from IEDB. (1) The peptide sequence is TNIRQAGVQY. The MHC is DRB1_0802 with pseudo-sequence DRB1_0802. The binding affinity (normalized) is 0.246. (2) The peptide sequence is GAGKTRRFLPQILAEHHHHHH. The MHC is DRB3_0101 with pseudo-sequence DRB3_0101. The binding affinity (normalized) is 0.505. (3) The peptide sequence is LMCEIEGHHLASAAI. The MHC is DRB1_1302 with pseudo-sequence DRB1_1302. The binding affinity (normalized) is 0.240. (4) The binding affinity (normalized) is 0.675. The peptide sequence is NVTENFNMWKNNMVEQMH. The MHC is DRB3_0202 with pseudo-sequence DRB3_0202. (5) The peptide sequence is SQDLELSWNLNFLQAY. The MHC is HLA-DQA10101-DQB10501 with pseudo-sequence HLA-DQA10101-DQB10501. The binding affinity (normalized) is 0.733. (6) The peptide sequence is AGWLAFFRDLVARGL. The MHC is HLA-DQA10501-DQB10201 with pseudo-sequence HLA-DQA10501-DQB10201. The binding affinity (normalized) is 0.379.